From a dataset of Reaction yield outcomes from USPTO patents with 853,638 reactions. Predict the reaction yield, written as a fraction of the theoretical maximum amount of product (1.0 means a 100% yield; for example, 0.34 means a 34% yield). (1) The reactants are Cl[C:2]1[CH:7]=[CH:6][C:5]([C:8]([NH:10][C:11]2[S:12][C:13]([N:21]3[CH2:26][CH2:25][O:24][CH2:23][CH2:22]3)=[C:14]([C:16]3[O:17][CH:18]=[CH:19][CH:20]=3)[N:15]=2)=[O:9])=[CH:4][N:3]=1.[NH:27]1[CH2:32][CH2:31][O:30][CH2:29][CH2:28]1. The catalyst is O1CCOCC1. The product is [O:17]1[CH:18]=[CH:19][CH:20]=[C:16]1[C:14]1[N:15]=[C:11]([NH:10][C:8]([C:5]2[CH:6]=[CH:7][C:2]([N:27]3[CH2:32][CH2:31][O:30][CH2:29][CH2:28]3)=[N:3][CH:4]=2)=[O:9])[S:12][C:13]=1[N:21]1[CH2:26][CH2:25][O:24][CH2:23][CH2:22]1. The yield is 0.840. (2) The yield is 0.900. The catalyst is O. The reactants are [N:1]1[C:5]2[CH:6]=[CH:7][CH:8]=[CH:9][C:4]=2[NH:3][C:2]=1[CH2:10][C:11]#[N:12].[CH2:13]([CH:17]([C:23]([CH3:25])=O)[C:18](OCC)=[O:19])[CH2:14][CH2:15][CH3:16].C([O-])(=O)C.[NH4+]. The product is [CH2:13]([C:17]1[C:18](=[O:19])[N:3]2[C:2]([NH:1][C:5]3[CH:6]=[CH:7][CH:8]=[CH:9][C:4]=32)=[C:10]([C:11]#[N:12])[C:23]=1[CH3:25])[CH2:14][CH2:15][CH3:16].